This data is from Forward reaction prediction with 1.9M reactions from USPTO patents (1976-2016). The task is: Predict the product of the given reaction. Given the reactants [NH2:17][C:16]1[CH:18]=[CH:19][C:20]([O:22][C:23]([F:24])([F:25])[F:26])=[CH:21][C:15]=1[S:14][S:14][C:15]1[CH:21]=[C:20]([O:22][C:23]([F:26])([F:25])[F:24])[CH:19]=[CH:18][C:16]=1[NH2:17].[C:27]1([CH:33]2[NH:38][C:37](=[O:39])[CH2:36][C:35](=O)[CH2:34]2)[CH:32]=[CH:31][CH:30]=[CH:29][CH:28]=1, predict the reaction product. The product is: [C:27]1([CH:33]2[NH:38][C:37](=[O:39])[C:36]3[S:14][C:15]4[CH:21]=[C:20]([O:22][C:23]([F:24])([F:25])[F:26])[CH:19]=[CH:18][C:16]=4[NH:17][C:35]=3[CH2:34]2)[CH:28]=[CH:29][CH:30]=[CH:31][CH:32]=1.